Dataset: Catalyst prediction with 721,799 reactions and 888 catalyst types from USPTO. Task: Predict which catalyst facilitates the given reaction. (1) Reactant: [CH3:1][N:2]1[CH2:24][CH2:23][C:5]2[N:6]([CH2:14][CH:15]([C:17]3[CH:22]=[CH:21][N:20]=[CH:19][CH:18]=3)[OH:16])[C:7]3[CH:8]=[CH:9][C:10]([CH3:13])=[CH:11][C:12]=3[C:4]=2[CH2:3]1.ClC(Cl)(Cl)[C:27]([N:29]=C=O)=[O:28].C(=O)([O-])[O-].[K+].[K+]. Product: [C:27](=[O:28])([O:16][CH:15]([C:17]1[CH:18]=[CH:19][N:20]=[CH:21][CH:22]=1)[CH2:14][N:6]1[C:7]2[CH:8]=[CH:9][C:10]([CH3:13])=[CH:11][C:12]=2[C:4]2[CH2:3][N:2]([CH3:1])[CH2:24][CH2:23][C:5]1=2)[NH2:29]. The catalyst class is: 1. (2) Reactant: [F:1][C:2]1[CH:8]=[CH:7][CH:6]=[C:5]([F:9])[C:3]=1[NH2:4].C([Li])(C)(C)C.F[C:16]1[CH:21]=[CH:20][CH:19]=[CH:18][C:17]=1[N+:22]([O-:24])=[O:23]. Product: [F:1][C:2]1[CH:8]=[CH:7][CH:6]=[C:5]([F:9])[C:3]=1[NH:4][C:16]1[CH:21]=[CH:20][CH:19]=[CH:18][C:17]=1[N+:22]([O-:24])=[O:23]. The catalyst class is: 7. (3) Reactant: Cl.[CH3:2][O:3][C:4](=[O:9])[C@@H:5]([CH2:7][OH:8])[NH2:6].Cl[C:11](Cl)([O:13]C(=O)OC(Cl)(Cl)Cl)Cl. Product: [O:13]=[C:11]1[NH:6][C@@H:5]([C:4]([O:3][CH3:2])=[O:9])[CH2:7][O:8]1. The catalyst class is: 7. (4) Reactant: [C:1](=[O:4])([O-])[O-].[K+].[K+].CI.[Br:9][C:10]1[CH:19]=[C:18]2[C:13]([CH:14]=[CH:15][CH:16]=[C:17]2O)=[CH:12][CH:11]=1. Product: [Br:9][C:10]1[CH:19]=[C:18]2[C:13]([CH:14]=[CH:15][CH:16]=[C:17]2[O:4][CH3:1])=[CH:12][CH:11]=1. The catalyst class is: 21. (5) Reactant: [Cl:1][C:2]1[C:3]2[CH:11]=[CH:10][NH:9][C:4]=2[N:5]=[C:6]([CH3:8])[N:7]=1.C(=O)([O-])[O-].[K+].[K+].[CH2:18]([O:20][C:21](=[O:26])[CH2:22][CH2:23][CH2:24]Br)[CH3:19]. Product: [CH2:18]([O:20][C:21](=[O:26])[CH2:22][CH2:23][CH2:24][N:9]1[C:4]2[N:5]=[C:6]([CH3:8])[N:7]=[C:2]([Cl:1])[C:3]=2[CH:11]=[CH:10]1)[CH3:19]. The catalyst class is: 3. (6) Reactant: [NH2:1][C:2]1[C:3]2[C:13]([O:14][CH2:15][CH:16]3[CH2:20][CH2:19][CH2:18][CH2:17]3)=[CH:12][C:11]([CH2:21][CH2:22][NH2:23])=[CH:10][C:4]=2[S:5][C:6]=1[C:7]([NH2:9])=[O:8].C(N(CC)CC)C.[CH3:31][O:32][C:33](Cl)=[O:34]. Product: [CH3:31][O:32][C:33](=[O:34])[NH:23][CH2:22][CH2:21][C:11]1[CH:12]=[C:13]([O:14][CH2:15][CH:16]2[CH2:17][CH2:18][CH2:19][CH2:20]2)[C:3]2[C:2]([NH2:1])=[C:6]([C:7](=[O:8])[NH2:9])[S:5][C:4]=2[CH:10]=1. The catalyst class is: 3. (7) Reactant: [Cl:1][C:2]1[CH:31]=[CH:30][C:5]([CH2:6][NH:7][C:8]([C:10]2[C:11](=[O:29])[C:12]3[C:13]4[N:14]([CH:28]=2)[CH2:15][C:16](=[O:27])[N:17]([CH2:24][CH2:25][OH:26])[C:18]=4[CH:19]=[C:20]([CH2:22]Cl)[CH:21]=3)=[O:9])=[CH:4][CH:3]=1.[O:32]1[CH:36]=[CH:35][CH:34]=[C:33]1[C@H:37]([OH:41])[CH2:38][NH:39][CH3:40].CN(C=O)C.C(N(C(C)C)CC)(C)C. Product: [Cl:1][C:2]1[CH:3]=[CH:4][C:5]([CH2:6][NH:7][C:8]([C:10]2[C:11](=[O:29])[C:12]3[C:13]4[N:14]([CH:28]=2)[CH2:15][C:16](=[O:27])[N:17]([CH2:24][CH2:25][OH:26])[C:18]=4[CH:19]=[C:20]([CH2:22][N:39]([CH2:38][C@H:37]([C:33]2[O:32][CH:36]=[CH:35][CH:34]=2)[OH:41])[CH3:40])[CH:21]=3)=[O:9])=[CH:30][CH:31]=1. The catalyst class is: 13. (8) Reactant: [CH3:1][S:2]([O-:4])=[O:3].[Na+].Br[C:7]1[N:11]2[CH2:12][CH2:13][N:14]([CH3:31])[C:15]3([CH2:20][CH2:19][N:18]([C:21]([O:23][CH2:24][C:25]4[CH:30]=[CH:29][CH:28]=[CH:27][CH:26]=4)=[O:22])[CH2:17][CH2:16]3)[C:10]2=[CH:9][CH:8]=1. Product: [CH3:31][N:14]1[C:15]2([CH2:16][CH2:17][N:18]([C:21]([O:23][CH2:24][C:25]3[CH:30]=[CH:29][CH:28]=[CH:27][CH:26]=3)=[O:22])[CH2:19][CH2:20]2)[C:10]2=[CH:9][CH:8]=[C:7]([S:2]([CH3:1])(=[O:4])=[O:3])[N:11]2[CH2:12][CH2:13]1. The catalyst class is: 419. (9) Reactant: [NH2:1][C:2]1[CH:6]=[C:5]([C:7]2[CH:12]=[CH:11][C:10]([Cl:13])=[CH:9][CH:8]=2)[S:4][C:3]=1[C:14]([O:16][CH3:17])=[O:15].CO[CH:20](OC)[N:21]([CH3:23])[CH3:22]. Product: [Cl:13][C:10]1[CH:9]=[CH:8][C:7]([C:5]2[S:4][C:3]([C:14]([O:16][CH3:17])=[O:15])=[C:2](/[N:1]=[CH:20]/[N:21]([CH3:23])[CH3:22])[CH:6]=2)=[CH:12][CH:11]=1. The catalyst class is: 8.